Dataset: NCI-60 drug combinations with 297,098 pairs across 59 cell lines. Task: Regression. Given two drug SMILES strings and cell line genomic features, predict the synergy score measuring deviation from expected non-interaction effect. (1) Drug 1: C1=CC(=C2C(=C1NCCNCCO)C(=O)C3=C(C=CC(=C3C2=O)O)O)NCCNCCO. Synergy scores: CSS=64.3, Synergy_ZIP=0.440, Synergy_Bliss=-0.167, Synergy_Loewe=-28.1, Synergy_HSA=0.267. Cell line: SR. Drug 2: C1=NC2=C(N=C(N=C2N1C3C(C(C(O3)CO)O)O)F)N. (2) Drug 1: CNC(=O)C1=CC=CC=C1SC2=CC3=C(C=C2)C(=NN3)C=CC4=CC=CC=N4. Drug 2: C1=NC2=C(N1)C(=S)N=CN2. Cell line: BT-549. Synergy scores: CSS=-4.30, Synergy_ZIP=-8.37, Synergy_Bliss=-21.5, Synergy_Loewe=-35.5, Synergy_HSA=-23.0. (3) Drug 1: CC1C(C(CC(O1)OC2CC(CC3=C2C(=C4C(=C3O)C(=O)C5=C(C4=O)C(=CC=C5)OC)O)(C(=O)C)O)N)O.Cl. Drug 2: C1CCC(CC1)NC(=O)N(CCCl)N=O. Cell line: RPMI-8226. Synergy scores: CSS=44.1, Synergy_ZIP=-0.741, Synergy_Bliss=-3.99, Synergy_Loewe=-19.9, Synergy_HSA=-2.60. (4) Drug 1: CN(C)N=NC1=C(NC=N1)C(=O)N. Drug 2: CC1CCC2CC(C(=CC=CC=CC(CC(C(=O)C(C(C(=CC(C(=O)CC(OC(=O)C3CCCCN3C(=O)C(=O)C1(O2)O)C(C)CC4CCC(C(C4)OC)O)C)C)O)OC)C)C)C)OC. Cell line: SR. Synergy scores: CSS=17.8, Synergy_ZIP=-3.35, Synergy_Bliss=-10.0, Synergy_Loewe=-31.0, Synergy_HSA=-9.49. (5) Drug 1: C1=CC(=C2C(=C1NCCNCCO)C(=O)C3=C(C=CC(=C3C2=O)O)O)NCCNCCO. Drug 2: CN(CCCl)CCCl.Cl. Cell line: NCIH23. Synergy scores: CSS=61.1, Synergy_ZIP=-5.68, Synergy_Bliss=-1.28, Synergy_Loewe=-15.0, Synergy_HSA=2.23. (6) Drug 1: C1=NC2=C(N1)C(=S)N=C(N2)N. Drug 2: CN1C(=O)N2C=NC(=C2N=N1)C(=O)N. Cell line: MDA-MB-231. Synergy scores: CSS=23.4, Synergy_ZIP=-8.87, Synergy_Bliss=-2.97, Synergy_Loewe=-11.2, Synergy_HSA=-2.25.